From a dataset of Reaction yield outcomes from USPTO patents with 853,638 reactions. Predict the reaction yield, written as a fraction of the theoretical maximum amount of product (1.0 means a 100% yield; for example, 0.34 means a 34% yield). (1) No catalyst specified. The product is [CH3:34][O:33][C:21]1[CH:20]=[C:19]([NH:18][C:16]2[N:15]=[CH:14][N:13]=[C:12]3[NH:11][N:10]=[C:9]([O:8][CH2:7][CH2:6][N:39]4[CH2:40][CH2:41][CH:36]([OH:35])[CH2:37][CH2:38]4)[C:17]=23)[CH:24]=[CH:23][C:22]=1[O:25][CH2:26][C:27]1[CH:32]=[CH:31][CH:30]=[CH:29][N:28]=1. The reactants are CS(O[CH2:6][CH2:7][O:8][C:9]1[C:17]2[C:12](=[N:13][CH:14]=[N:15][C:16]=2[NH:18][C:19]2[CH:24]=[CH:23][C:22]([O:25][CH2:26][C:27]3[CH:32]=[CH:31][CH:30]=[CH:29][N:28]=3)=[C:21]([O:33][CH3:34])[CH:20]=2)[NH:11][N:10]=1)(=O)=O.[OH:35][CH:36]1[CH2:41][CH2:40][NH:39][CH2:38][CH2:37]1. The yield is 0.540. (2) The reactants are [OH:1][C:2]1[C:9]([OH:10])=[CH:8][CH:7]=[CH:6][C:3]=1[CH:4]=O.[CH2:11]([O:13][CH:14]([O:17][CH2:18][CH3:19])[CH2:15][NH2:16])[CH3:12]. The catalyst is C1(C)C=CC=CC=1. The product is [CH2:11]([O:13][CH:14]([O:17][CH2:18][CH3:19])[CH2:15]/[N:16]=[CH:4]/[C:3]1[CH:6]=[CH:7][CH:8]=[C:9]([OH:10])[C:2]=1[OH:1])[CH3:12]. The yield is 0.570. (3) The product is [C:9]1([NH:8][CH2:1][C:2]2[CH:7]=[CH:6][CH:5]=[CH:4][CH:3]=2)[CH:10]=[CH:26][CH:25]=[CH:24][CH:29]=1. The reactants are [CH2:1]([NH:8][C:9](=O)[C:10](F)(F)F)[C:2]1[CH:7]=[CH:6][CH:5]=[CH:4][CH:3]=1.[O-]P([O-])([O-])=O.[K+].[K+].[K+].I[C:24]1[CH:29]=CC=[CH:26][CH:25]=1.C(O)CO.CCCCCCCCCCCC.N. The catalyst is C(OCC)(=O)C.[Cu]I.C(O)(C)C. The yield is 0.760. (4) The reactants are C([O:3][C:4]([C:6]1[C:7]([C:12]2[CH:17]=[CH:16][CH:15]=[C:14]([F:18])[C:13]=2[F:19])=[N:8][O:9][C:10]=1[CH3:11])=O)C.C(OC(C1C(C2C=CC=CC=2F)=NOC=1C)=O)C. No catalyst specified. The product is [F:19][C:13]1[C:14]([F:18])=[CH:15][CH:16]=[CH:17][C:12]=1[C:7]1[C:6]([CH2:4][OH:3])=[C:10]([CH3:11])[O:9][N:8]=1. The yield is 0.350. (5) The reactants are [CH3:1][O:2][C:3]([C:5]1[CH:6]=[C:7](Cl)[CH:8]=[C:9]2[C:14]=1[NH:13][CH:12]([C:15]1[CH:20]=[CH:19][CH:18]=[C:17](Br)[CH:16]=1)[C:11]([CH3:23])([CH3:22])[CH2:10]2)=[O:4].C(=O)([O-])[O-].[Cs+].[Cs+].CC1(C)C2C(=C(P(C3C=CC=CC=3)C3C=CC=CC=3)C=CC=2)OC2C(P(C3C=CC=CC=3)C3C=CC=CC=3)=CC=CC1=2.Cl.[C:74]1([CH3:86])[CH:79]=[CH:78][CH:77]=[CH:76][C:75]=1[N:80]1[CH2:85][CH2:84][NH:83][CH2:82][CH2:81]1. The catalyst is C1(C)C=CC=CC=1.C([O-])(=O)C.[Pd+2].C([O-])(=O)C. The product is [CH3:1][O:2][C:3]([C:5]1[CH:6]=[CH:7][CH:8]=[C:9]2[C:14]=1[NH:13][CH:12]([C:15]1[CH:20]=[CH:19][CH:18]=[C:17]([N:83]3[CH2:84][CH2:85][N:80]([C:75]4[CH:76]=[CH:77][CH:78]=[CH:79][C:74]=4[CH3:86])[CH2:81][CH2:82]3)[CH:16]=1)[C:11]([CH3:23])([CH3:22])[CH2:10]2)=[O:4]. The yield is 0.210. (6) The reactants are Cl[C:2]1[C:7]([N+:8]([O-:10])=[O:9])=[CH:6][N:5]=[C:4]2[CH2:11][CH2:12][CH2:13][C:3]=12.[F:14][C:15]([F:31])([F:30])[C@H:16]1[CH2:21][NH:20][CH2:19][C@@H:18]([NH:22][C:23](=[O:29])[O:24][C:25]([CH3:28])([CH3:27])[CH3:26])[CH2:17]1.CCN(C(C)C)C(C)C. The catalyst is C(O)CCC. The product is [N+:8]([C:7]1[C:2]([N:20]2[CH2:21][C@H:16]([C:15]([F:31])([F:30])[F:14])[CH2:17][C@H:18]([NH:22][C:23](=[O:29])[O:24][C:25]([CH3:27])([CH3:26])[CH3:28])[CH2:19]2)=[C:3]2[CH2:13][CH2:12][CH2:11][C:4]2=[N:5][CH:6]=1)([O-:10])=[O:9]. The yield is 0.620.